From a dataset of Forward reaction prediction with 1.9M reactions from USPTO patents (1976-2016). Predict the product of the given reaction. (1) Given the reactants [NH:1]1[C:5]2=[N:6][CH:7]=[CH:8][CH:9]=[C:4]2[C:3]([C:10]2[NH:14][CH:13]=[C:12]([C:15]([OH:17])=O)[CH:11]=2)=[N:2]1.C1C=CC2N(O)N=NC=2C=1.CCN=C=NCCCN(C)C.Cl.[Cl:40][C:41]1[CH:48]=[CH:47][C:44]([CH2:45][NH2:46])=[CH:43][CH:42]=1, predict the reaction product. The product is: [Cl:40][C:41]1[CH:48]=[CH:47][C:44]([CH2:45][NH:46][C:15]([C:12]2[CH:11]=[C:10]([C:3]3[C:4]4[C:5](=[N:6][CH:7]=[CH:8][CH:9]=4)[NH:1][N:2]=3)[NH:14][CH:13]=2)=[O:17])=[CH:43][CH:42]=1. (2) Given the reactants [Br:1][C:2]1[CH:7]=[CH:6][CH:5]=[C:4]([CH:8]=[CH:9][CH2:10][CH2:11][O:12][CH3:13])[CH:3]=1, predict the reaction product. The product is: [Br:1][C:2]1[CH:7]=[CH:6][CH:5]=[C:4]([CH2:8][CH2:9][CH2:10][CH2:11][O:12][CH3:13])[CH:3]=1. (3) Given the reactants [OH:1][C:2]([CH:4]([C:6]1[CH:15]=[CH:14][C:9]([CH2:10][CH:11]([CH3:13])[CH3:12])=[CH:8][CH:7]=1)[CH3:5])=[O:3].OC1C2N=N[NH:22]C=2C=CC=1.C1CCC(N=C=NC2CCCCC2)CC1.O[C:42]1[CH:47]=[CH:46][C:45]([C:48]2[S:52]SC(=S)C=2)=[CH:44][CH:43]=1, predict the reaction product. The product is: [CH2:10]([C:9]1[CH:8]=[CH:7][C:6]([CH:4]([CH3:5])[C:2]([O:1][C:42]2[CH:47]=[CH:46][C:45]([C:48](=[S:52])[NH2:22])=[CH:44][CH:43]=2)=[O:3])=[CH:15][CH:14]=1)[CH:11]([CH3:12])[CH3:13]. (4) The product is: [CH2:1]([O:5][C:6]1[N:14]=[C:13]2[C:9]([NH:10][C:11](=[O:30])[N:12]2[CH2:15][CH2:16][CH2:17][CH2:18][CH2:19][N:20]2[CH2:25][CH2:24][CH:23]([C:26]([O:28][CH3:29])=[O:27])[CH2:22][CH2:21]2)=[C:8]([NH2:32])[N:7]=1)[CH2:2][CH2:3][CH3:4]. Given the reactants [CH2:1]([O:5][C:6]1[N:14]=[C:13]2[C:9]([N:10]=[C:11]([O:30]C)[N:12]2[CH2:15][CH2:16][CH2:17][CH2:18][CH2:19][N:20]2[CH2:25][CH2:24][CH:23]([C:26]([O:28][CH3:29])=[O:27])[CH2:22][CH2:21]2)=[C:8]([NH2:32])[N:7]=1)[CH2:2][CH2:3][CH3:4].S(=O)(=O)(O)O.N, predict the reaction product. (5) Given the reactants [CH:1]1([NH:6][C:7]2[N:12]3[N:13]=[C:14]([C:28]4[CH:33]=[CH:32][C:31]([OH:34])=[CH:30][CH:29]=4)[C:15]([C:16]4[CH:21]=[CH:20][N:19]=[C:18]([NH:22][CH:23]5[CH2:27][CH2:26][CH2:25][CH2:24]5)[N:17]=4)=[C:11]3[CH:10]=[CH:9][CH:8]=2)[CH2:5][CH2:4][CH2:3][CH2:2]1.[CH2:35](Br)[CH:36]=[CH2:37].C(=O)([O-])[O-].[K+].[K+].O, predict the reaction product. The product is: [CH2:37]([O:34][C:31]1[CH:30]=[CH:29][C:28]([C:14]2[C:15]([C:16]3[CH:21]=[CH:20][N:19]=[C:18]([NH:22][CH:23]4[CH2:24][CH2:25][CH2:26][CH2:27]4)[N:17]=3)=[C:11]3[CH:10]=[CH:9][CH:8]=[C:7]([NH:6][CH:1]4[CH2:2][CH2:3][CH2:4][CH2:5]4)[N:12]3[N:13]=2)=[CH:33][CH:32]=1)[CH:36]=[CH2:35].